Dataset: Reaction yield outcomes from USPTO patents with 853,638 reactions. Task: Predict the reaction yield, written as a fraction of the theoretical maximum amount of product (1.0 means a 100% yield; for example, 0.34 means a 34% yield). (1) The reactants are [Cl:1][C:2]1[CH:3]=[C:4]([CH2:20][CH2:21][O:22][C:23](=[O:25])[CH3:24])[CH:5]=[C:6]([Cl:19])[C:7]=1[O:8][C:9]1[CH:14]=[C:13]([CH:15]([CH3:17])[CH3:16])[C:12](=[O:18])[NH:11][N:10]=1.[C:26](=O)([O-])[O-].[K+].[K+].CI. No catalyst specified. The product is [Cl:1][C:2]1[CH:3]=[C:4]([CH2:20][CH2:21][O:22][C:23](=[O:25])[CH3:24])[CH:5]=[C:6]([Cl:19])[C:7]=1[O:8][C:9]1[CH:14]=[C:13]([CH:15]([CH3:17])[CH3:16])[C:12](=[O:18])[N:11]([CH3:26])[N:10]=1. The yield is 0.720. (2) The catalyst is C(#N)C. The product is [CH3:20][Si:19]([CH3:22])([CH3:21])[CH2:18][CH2:17][O:16][CH2:15][N:12]1[C:8]2[N:9]=[CH:10][N:11]=[C:6]([C:4]3[CH:5]=[N:1][N:2]([CH:25]4[CH2:26][CH2:27][CH2:28][C:23](=[O:29])[CH2:24]4)[CH:3]=3)[C:7]=2[CH:14]=[CH:13]1. The yield is 0.980. The reactants are [NH:1]1[CH:5]=[C:4]([C:6]2[C:7]3[CH:14]=[CH:13][N:12]([CH2:15][O:16][CH2:17][CH2:18][Si:19]([CH3:22])([CH3:21])[CH3:20])[C:8]=3[N:9]=[CH:10][N:11]=2)[CH:3]=[N:2]1.[C:23]1(=[O:29])[CH2:28][CH2:27][CH2:26][CH:25]=[CH:24]1.C1CCN2C(=NCCC2)CC1.